This data is from Full USPTO retrosynthesis dataset with 1.9M reactions from patents (1976-2016). The task is: Predict the reactants needed to synthesize the given product. (1) The reactants are: [Si:1]([O:8][CH2:9][CH2:10][CH2:11][NH:12][C:13]1[CH:18]=[CH:17][C:16]([NH:19][S:20]([C:23]2[CH:28]=[CH:27][C:26]([NH:29][C:30](=[O:32])[CH3:31])=[CH:25][CH:24]=2)(=[O:22])=[O:21])=[CH:15][C:14]=1[N+:33]([O-])=O)([C:4]([CH3:7])([CH3:6])[CH3:5])([CH3:3])[CH3:2]. Given the product [NH2:33][C:14]1[CH:15]=[C:16]([NH:19][S:20]([C:23]2[CH:28]=[CH:27][C:26]([NH:29][C:30](=[O:32])[CH3:31])=[CH:25][CH:24]=2)(=[O:22])=[O:21])[CH:17]=[CH:18][C:13]=1[NH:12][CH2:11][CH2:10][CH2:9][O:8][Si:1]([C:4]([CH3:7])([CH3:6])[CH3:5])([CH3:3])[CH3:2], predict the reactants needed to synthesize it. (2) Given the product [Cl:18][C:19]1[CH:20]=[CH:21][C:22]([OH:26])=[C:23]([CH:25]=1)[NH:24][C:2]1[CH:7]=[C:6]([C:8]([F:11])([F:10])[F:9])[N:5]=[C:4]([C:12]2[CH:13]=[N:14][CH:15]=[CH:16][CH:17]=2)[N:3]=1, predict the reactants needed to synthesize it. The reactants are: Cl[C:2]1[CH:7]=[C:6]([C:8]([F:11])([F:10])[F:9])[N:5]=[C:4]([C:12]2[CH:13]=[N:14][CH:15]=[CH:16][CH:17]=2)[N:3]=1.[Cl:18][C:19]1[CH:20]=[CH:21][C:22]([OH:26])=[C:23]([CH:25]=1)[NH2:24].